From a dataset of Forward reaction prediction with 1.9M reactions from USPTO patents (1976-2016). Predict the product of the given reaction. Given the reactants CN([C@@H]1CCN(C2C=C(NC34CC5CC(CC(C5)C3)C4)N=NC=2)C1)C(=O)OC(C)(C)C.[Cl:32][C:33]1[N:38]=[N:37][CH:36]=[C:35]([N:39]2[CH2:43][CH2:42][C@@H:41]([N:44](C)[C:45](=[O:51])[O:46][C:47]([CH3:50])([CH3:49])[CH3:48])[CH2:40]2)[CH:34]=1.C12(N)CC3CC(CC(C3)C1)C2.C(O[Na])(C)(C)C.N#N, predict the reaction product. The product is: [Cl:32][C:33]1[N:38]=[N:37][CH:36]=[C:35]([N:39]2[CH2:43][CH2:42][C@@H:41]([NH:44][C:45](=[O:51])[O:46][C:47]([CH3:49])([CH3:48])[CH3:50])[CH2:40]2)[CH:34]=1.